This data is from Reaction yield outcomes from USPTO patents with 853,638 reactions. The task is: Predict the reaction yield, written as a fraction of the theoretical maximum amount of product (1.0 means a 100% yield; for example, 0.34 means a 34% yield). (1) The reactants are [N+:1]([O-:4])(O)=[O:2].[Cl:5][C:6]1[CH:11]=[C:10]([F:12])[CH:9]=[CH:8][C:7]=1[NH2:13].OS(O)(=O)=O. The catalyst is CCOC(C)=O. The product is [Cl:5][C:6]1[CH:11]=[C:10]([F:12])[C:9]([N+:1]([O-:4])=[O:2])=[CH:8][C:7]=1[NH2:13]. The yield is 0.320. (2) The reactants are [SiH](CC)(CC)CC.[CH3:8][O:9][C:10]1[CH:15]=[CH:14][C:13]([C:16]([C:18]2[CH:23]=[CH:22][C:21]([CH3:24])=[CH:20][CH:19]=2)=O)=[C:12]([CH3:25])[CH:11]=1.B(F)(F)F.CCOCC.C(=O)(O)[O-].[Na+]. The catalyst is C(#N)C.C(Cl)(Cl)Cl. The product is [CH3:8][O:9][C:10]1[CH:15]=[CH:14][C:13]([CH2:16][C:18]2[CH:23]=[CH:22][C:21]([CH3:24])=[CH:20][CH:19]=2)=[C:12]([CH3:25])[CH:11]=1. The yield is 0.970. (3) The reactants are [Cl:1][C:2]1[C:3](=[O:12])[N:4]([CH3:11])[CH:5]=[C:6]([N+:8]([O-])=O)[CH:7]=1.[NH4+].[Cl-]. The catalyst is [Fe].CCO. The product is [NH2:8][C:6]1[CH:7]=[C:2]([Cl:1])[C:3](=[O:12])[N:4]([CH3:11])[CH:5]=1. The yield is 0.780.